From a dataset of Reaction yield outcomes from USPTO patents with 853,638 reactions. Predict the reaction yield, written as a fraction of the theoretical maximum amount of product (1.0 means a 100% yield; for example, 0.34 means a 34% yield). (1) The reactants are [NH:1]1[CH2:6][CH2:5][O:4][CH2:3][CH2:2]1.[CH3:7][S:8](Cl)(=[O:10])=[O:9]. The catalyst is C(Cl)Cl. The product is [CH3:7][S:8]([N:1]1[CH2:6][CH2:5][O:4][CH2:3][CH2:2]1)(=[O:10])=[O:9]. The yield is 1.00. (2) The reactants are [CH3:1][O:2][C:3]([C:5]1[S:6][CH:7]=[CH:8][C:9]=1[NH:10][CH:11]([C:15]1[CH:20]=[CH:19][CH:18]=[CH:17][CH:16]=1)[C:12]([OH:14])=[O:13])=[O:4].N1(O)C2C=CC=CC=2N=N1.[N:31]12[CH2:38][CH2:37][CH:34]([CH2:35][CH2:36]1)[C@@H:33](O)[CH2:32]2.C1CCC(N=C=NC2CCCCC2)CC1. The catalyst is C1COCC1. The product is [O:13]=[C:12]([O:14][C@@H:33]1[CH:34]2[CH2:37][CH2:38][N:31]([CH2:36][CH2:35]2)[CH2:32]1)[CH:11]([NH:10][C:9]1[CH:8]=[CH:7][S:6][C:5]=1[C:3]([O:2][CH3:1])=[O:4])[C:15]1[CH:20]=[CH:19][CH:18]=[CH:17][CH:16]=1. The yield is 0.314. (3) The reactants are CN(C)C=O.[C:6]([O:10][C:11]([N:13]1[CH2:17][CH2:16][CH2:15][CH:14]1[C:18]1[CH:22]=[C:21]([CH2:23]Br)[O:20][N:19]=1)=[O:12])([CH3:9])([CH3:8])[CH3:7].[CH2:25]([O:27][C:28](=[O:42])[CH:29]([NH:35][C:36]([O:38][CH2:39][CH:40]=[CH2:41])=[O:37])[C:30]([O:32][CH2:33][CH3:34])=[O:31])[CH3:26].C(=O)([O-])[O-].[Cs+].[Cs+]. The catalyst is C(OCC)C. The product is [CH2:33]([O:32][C:30](=[O:31])[C:29]([NH:35][C:36]([O:38][CH2:39][CH:40]=[CH2:41])=[O:37])([CH2:23][C:21]1[O:20][N:19]=[C:18]([CH:14]2[CH2:15][CH2:16][CH2:17][N:13]2[C:11]([O:10][C:6]([CH3:9])([CH3:8])[CH3:7])=[O:12])[CH:22]=1)[C:28]([O:27][CH2:25][CH3:26])=[O:42])[CH3:34]. The yield is 0.830. (4) The yield is 0.330. The catalyst is CCOCC. The product is [Br:1][C:2]1[CH:10]=[CH:9][C:8]([C:11]([NH2:12])=[O:13])=[C:7]2[C:3]=1[C:4]1[CH:17]=[C:16]([C:33]([OH:32])([CH3:29])[CH3:24])[N:15]=[CH:14][C:5]=1[NH:6]2. The reactants are [Br:1][C:2]1[CH:10]=[CH:9][C:8]([C:11](=[O:13])[NH2:12])=[C:7]2[C:3]=1[C:4]1[CH:17]=[C:16](C(OCC)=O)[N:15]=[CH:14][C:5]=1[NH:6]2.Cl.[C:24]([O-])(O)=O.[Na+].[CH2:29]1[CH2:33][O:32]CC1.